Dataset: NCI-60 drug combinations with 297,098 pairs across 59 cell lines. Task: Regression. Given two drug SMILES strings and cell line genomic features, predict the synergy score measuring deviation from expected non-interaction effect. (1) Drug 1: CNC(=O)C1=CC=CC=C1SC2=CC3=C(C=C2)C(=NN3)C=CC4=CC=CC=N4. Drug 2: C1CC(=O)NC(=O)C1N2CC3=C(C2=O)C=CC=C3N. Cell line: SK-MEL-2. Synergy scores: CSS=-2.20, Synergy_ZIP=1.34, Synergy_Bliss=-1.81, Synergy_Loewe=-2.22, Synergy_HSA=-3.02. (2) Drug 1: CC1(CCCN1)C2=NC3=C(C=CC=C3N2)C(=O)N. Drug 2: CC1CCC2CC(C(=CC=CC=CC(CC(C(=O)C(C(C(=CC(C(=O)CC(OC(=O)C3CCCCN3C(=O)C(=O)C1(O2)O)C(C)CC4CCC(C(C4)OC)OP(=O)(C)C)C)C)O)OC)C)C)C)OC. Cell line: HT29. Synergy scores: CSS=16.8, Synergy_ZIP=-0.590, Synergy_Bliss=3.13, Synergy_Loewe=-11.9, Synergy_HSA=-0.339. (3) Drug 1: C1CCN(CC1)CCOC2=CC=C(C=C2)C(=O)C3=C(SC4=C3C=CC(=C4)O)C5=CC=C(C=C5)O. Drug 2: CNC(=O)C1=NC=CC(=C1)OC2=CC=C(C=C2)NC(=O)NC3=CC(=C(C=C3)Cl)C(F)(F)F. Cell line: BT-549. Synergy scores: CSS=0.364, Synergy_ZIP=-0.894, Synergy_Bliss=3.53, Synergy_Loewe=-1.21, Synergy_HSA=0.432. (4) Drug 2: C1=NNC2=C1C(=O)NC=N2. Drug 1: C1CCN(CC1)CCOC2=CC=C(C=C2)C(=O)C3=C(SC4=C3C=CC(=C4)O)C5=CC=C(C=C5)O. Cell line: T-47D. Synergy scores: CSS=9.93, Synergy_ZIP=-0.795, Synergy_Bliss=2.67, Synergy_Loewe=-5.63, Synergy_HSA=1.44. (5) Drug 1: C1C(C(OC1N2C=NC3=C(N=C(N=C32)Cl)N)CO)O. Drug 2: COC1=NC(=NC2=C1N=CN2C3C(C(C(O3)CO)O)O)N. Cell line: HT29. Synergy scores: CSS=0.471, Synergy_ZIP=-0.0567, Synergy_Bliss=-0.853, Synergy_Loewe=-0.584, Synergy_HSA=-1.70. (6) Synergy scores: CSS=34.8, Synergy_ZIP=12.1, Synergy_Bliss=9.99, Synergy_Loewe=-23.7, Synergy_HSA=6.09. Drug 2: CCC1=CC2CC(C3=C(CN(C2)C1)C4=CC=CC=C4N3)(C5=C(C=C6C(=C5)C78CCN9C7C(C=CC9)(C(C(C8N6C)(C(=O)OC)O)OC(=O)C)CC)OC)C(=O)OC.C(C(C(=O)O)O)(C(=O)O)O. Drug 1: CN1CCC(CC1)COC2=C(C=C3C(=C2)N=CN=C3NC4=C(C=C(C=C4)Br)F)OC. Cell line: SK-MEL-5. (7) Drug 1: C1=NC2=C(N1)C(=S)N=C(N2)N. Drug 2: CC1CCCC2(C(O2)CC(NC(=O)CC(C(C(=O)C(C1O)C)(C)C)O)C(=CC3=CSC(=N3)C)C)C. Cell line: MDA-MB-231. Synergy scores: CSS=9.35, Synergy_ZIP=-8.81, Synergy_Bliss=-3.49, Synergy_Loewe=-2.88, Synergy_HSA=-2.87. (8) Drug 1: CC1=C(C=C(C=C1)NC(=O)C2=CC=C(C=C2)CN3CCN(CC3)C)NC4=NC=CC(=N4)C5=CN=CC=C5. Synergy scores: CSS=-11.5, Synergy_ZIP=1.53, Synergy_Bliss=2.48, Synergy_Loewe=-13.9, Synergy_HSA=-13.8. Drug 2: CC1=C(C(=CC=C1)Cl)NC(=O)C2=CN=C(S2)NC3=CC(=NC(=N3)C)N4CCN(CC4)CCO. Cell line: SR. (9) Drug 1: CN(CCCl)CCCl.Cl. Drug 2: C1CC(=O)NC(=O)C1N2C(=O)C3=CC=CC=C3C2=O. Cell line: RPMI-8226. Synergy scores: CSS=19.2, Synergy_ZIP=1.30, Synergy_Bliss=2.65, Synergy_Loewe=-29.8, Synergy_HSA=-0.726. (10) Drug 1: CCC(=C(C1=CC=CC=C1)C2=CC=C(C=C2)OCCN(C)C)C3=CC=CC=C3.C(C(=O)O)C(CC(=O)O)(C(=O)O)O. Drug 2: CC12CCC3C(C1CCC2O)C(CC4=C3C=CC(=C4)O)CCCCCCCCCS(=O)CCCC(C(F)(F)F)(F)F. Cell line: CAKI-1. Synergy scores: CSS=4.00, Synergy_ZIP=2.24, Synergy_Bliss=-2.98, Synergy_Loewe=-4.83, Synergy_HSA=-3.58.